From a dataset of Full USPTO retrosynthesis dataset with 1.9M reactions from patents (1976-2016). Predict the reactants needed to synthesize the given product. (1) Given the product [NH2:8][C@H:9]([C:25]([N:27]1[CH2:31][CH2:30][CH2:29][C@H:28]1[C:32]#[N:33])=[O:26])[CH2:10][C:11]1[C:19]2[C:14](=[CH:15][CH:16]=[C:17]([O:20][S:21]([CH3:24])(=[O:23])=[O:22])[CH:18]=2)[NH:13][CH:12]=1, predict the reactants needed to synthesize it. The reactants are: C(OC([NH:8][C@H:9]([C:25]([N:27]1[CH2:31][CH2:30][CH2:29][C@H:28]1[C:32]#[N:33])=[O:26])[CH2:10][C:11]1[C:19]2[C:14](=[CH:15][CH:16]=[C:17]([O:20][S:21]([CH3:24])(=[O:23])=[O:22])[CH:18]=2)[NH:13][CH:12]=1)=O)(C)(C)C.FC(F)(F)C(O)=O. (2) Given the product [CH2:1]([N:8]([C:47](=[O:51])[C:48]([OH:50])=[O:49])[CH2:9][CH:10]([CH:41]1[CH2:46][CH2:45][CH2:44][CH2:43][CH2:42]1)[C:11]1[CH:12]=[CH:13][C:14]([CH2:17][CH2:18][C:19]([NH:21][C:22]2[CH:23]=[C:24]([C:35]3[CH:40]=[CH:39][CH:38]=[CH:37][CH:36]=3)[C:25]([OH:34])=[C:26]([C:28]3[CH:33]=[CH:32][CH:31]=[CH:30][CH:29]=3)[CH:27]=2)=[O:20])=[CH:15][CH:16]=1)[C:2]1[CH:7]=[CH:6][CH:5]=[CH:4][CH:3]=1, predict the reactants needed to synthesize it. The reactants are: [CH2:1]([N:8]([C:47](=[O:51])[C:48]([OH:50])=[O:49])[CH2:9][CH:10]([CH:41]1[CH2:46][CH2:45][CH2:44][CH2:43][CH2:42]1)[C:11]1[CH:16]=[CH:15][C:14](/[CH:17]=[CH:18]/[C:19]([NH:21][C:22]2[CH:27]=[C:26]([C:28]3[CH:33]=[CH:32][CH:31]=[CH:30][CH:29]=3)[C:25]([OH:34])=[C:24]([C:35]3[CH:40]=[CH:39][CH:38]=[CH:37][CH:36]=3)[CH:23]=2)=[O:20])=[CH:13][CH:12]=1)[C:2]1[CH:7]=[CH:6][CH:5]=[CH:4][CH:3]=1. (3) Given the product [CH2:25]([S:18]([C:17]1[CH:8]=[CH:7][C:6]2[NH:9][S:10](=[O:11])(=[O:12])[N:13]([CH:14]([CH3:15])[CH3:16])[CH2:29][C:5]=2[CH:4]=1)(=[O:21])=[O:19])[CH3:26], predict the reactants needed to synthesize it. The reactants are: CSC1[CH:8]=[CH:7][C:6]([NH:9][S:10]([NH:13][CH:14]([CH3:16])[CH3:15])(=[O:12])=[O:11])=[CH:5][CH:4]=1.[CH3:17][S:18]([OH:21])(=O)=[O:19].O1C[CH2:26][CH2:25]OO1.Cl[CH2:29]Cl. (4) Given the product [CH2:27]([NH:34][C:17](=[O:19])[CH2:16][N:15]1[C:11]([CH2:10][N:3]2[CH2:4][CH:5]([CH2:7][CH2:8][CH3:9])[CH2:6][C:2]2=[O:1])=[CH:12][N:13]=[CH:14]1)[C:28]1[CH:33]=[CH:32][CH:31]=[CH:30][CH:29]=1, predict the reactants needed to synthesize it. The reactants are: [O:1]=[C:2]1[CH2:6][CH:5]([CH2:7][CH2:8][CH3:9])[CH2:4][N:3]1[CH2:10][C:11]1[N:15]([CH2:16][C:17]([OH:19])=O)[CH:14]=[N:13][CH:12]=1.C(N(CC)CC)C.[CH2:27]([NH2:34])[C:28]1[CH:33]=[CH:32][CH:31]=[CH:30][CH:29]=1.CN(C(ON1N=NC2C=CC=CC1=2)=[N+](C)C)C.[B-](F)(F)(F)F. (5) The reactants are: [C:1]([C:5]1[CH:6]=[C:7]([CH:25]=[O:26])[C:8]2[C:9](=[O:24])[N:10]([C:15]3[CH:20]=[CH:19][CH:18]=[C:17]([Cl:21])[C:16]=3[CH2:22][OH:23])[N:11]=[CH:12][C:13]=2[CH:14]=1)([CH3:4])([CH3:3])[CH3:2].ClC(Cl)C.[BH4-].[Na+].Cl. Given the product [C:1]([C:5]1[CH:14]=[C:13]2[C:8](=[C:7]([CH2:25][OH:26])[CH:6]=1)[C:9](=[O:24])[N:10]([C:15]1[CH:20]=[CH:19][CH:18]=[C:17]([Cl:21])[C:16]=1[CH2:22][OH:23])[N:11]=[CH:12]2)([CH3:4])([CH3:2])[CH3:3], predict the reactants needed to synthesize it.